From a dataset of Full USPTO retrosynthesis dataset with 1.9M reactions from patents (1976-2016). Predict the reactants needed to synthesize the given product. Given the product [CH2:1]([O:8][C@@H:9]1[C@@H:15]([O:16][CH2:17][C:18]2[CH:23]=[CH:22][CH:21]=[CH:20][CH:19]=2)[C@H:14]([O:24][CH2:25][C:26]2[CH:27]=[CH:28][CH:29]=[CH:30][CH:31]=2)[C@@H:13]([CH2:32][O:33][CH2:34][C:35]2[CH:36]=[CH:37][CH:38]=[CH:39][CH:40]=2)[O:12][CH:10]1[O:11][CH2:59][C:57]([OH:58])=[O:56])[C:2]1[CH:3]=[CH:4][CH:5]=[CH:6][CH:7]=1, predict the reactants needed to synthesize it. The reactants are: [CH2:1]([O:8][C@@H:9]1[C@@H:15]([O:16][CH2:17][C:18]2[CH:23]=[CH:22][CH:21]=[CH:20][CH:19]=2)[C@H:14]([O:24][CH2:25][C:26]2[CH:31]=[CH:30][CH:29]=[CH:28][CH:27]=2)[C@@H:13]([CH2:32][O:33][CH2:34][C:35]2[CH:40]=[CH:39][CH:38]=[CH:37][CH:36]=2)[O:12][CH:10]1[OH:11])[C:2]1[CH:7]=[CH:6][CH:5]=[CH:4][CH:3]=1.C1CCN2C(=NCCC2)CC1.C([O:56][C:57]([CH2:59]CCCCOS(C1C=CC(C)=CC=1)(=O)=O)=[O:58])(C)(C)C.COC(C)(C)C.